Dataset: Catalyst prediction with 721,799 reactions and 888 catalyst types from USPTO. Task: Predict which catalyst facilitates the given reaction. (1) Reactant: [Cl:1][C:2]1[CH:7]=[C:6]([F:8])[CH:5]=[CH:4][C:3]=1[S:9](Cl)(=[O:11])=[O:10].[Cl:13][C:14]1[CH:15]=[C:16]([OH:31])[CH:17]=[C:18]([O:20][CH2:21][CH2:22][C:23]2[CH:28]=[CH:27][C:26]([C:29]#[N:30])=[CH:25][CH:24]=2)[CH:19]=1.O. Product: [Cl:1][C:2]1[CH:7]=[C:6]([F:8])[CH:5]=[CH:4][C:3]=1[S:9]([O:31][C:16]1[CH:15]=[C:14]([Cl:13])[CH:19]=[C:18]([O:20][CH2:21][CH2:22][C:23]2[CH:28]=[CH:27][C:26]([C:29]#[N:30])=[CH:25][CH:24]=2)[CH:17]=1)(=[O:11])=[O:10]. The catalyst class is: 17. (2) Reactant: [F:1][C:2]1[CH:3]=[CH:4][C:5]([N+:18]([O-:20])=[O:19])=[C:6]([CH:17]=1)[O:7][C@H:8]1[C@H:12]2[O:13][CH2:14][C@H:15]([OH:16])[C@H:11]2[O:10][CH2:9]1.N1C=CC=CC=1.[F:27][C:28]([F:41])([F:40])[S:29](O[S:29]([C:28]([F:41])([F:40])[F:27])(=[O:31])=[O:30])(=[O:31])=[O:30]. Product: [F:1][C:2]1[CH:3]=[CH:4][C:5]([N+:18]([O-:20])=[O:19])=[C:6]([CH:17]=1)[O:7][C@@H:8]1[CH2:9][O:10][C@@H:11]2[C@@H:15]([O:16][S:29]([C:28]([F:41])([F:40])[F:27])(=[O:31])=[O:30])[CH2:14][O:13][C@H:12]12. The catalyst class is: 2.